This data is from Full USPTO retrosynthesis dataset with 1.9M reactions from patents (1976-2016). The task is: Predict the reactants needed to synthesize the given product. (1) Given the product [CH3:3][CH:2]([C:4]1[N:8]([CH2:9][CH2:10][C@@H:11]([OH:19])[CH2:12][C@@H:13]([OH:18])[CH2:14][C:15]([OH:17])=[O:16])[C:7]([C:20]2[CH:25]=[CH:24][C:23]([F:26])=[CH:22][CH:21]=2)=[C:6]([C:27]2[CH:32]=[CH:31][CH:30]=[CH:29][CH:28]=2)[C:5]=1[C:33]([NH:35][C:36]1[CH:41]=[CH:40][CH:39]=[CH:38][CH:37]=1)=[O:34])[CH3:1].[CH2:9]([NH:8][CH2:7][C:20]1[CH:25]=[CH:24][CH:23]=[CH:22][CH:21]=1)[C:10]1[CH:11]=[CH:12][CH:13]=[CH:14][CH:15]=1, predict the reactants needed to synthesize it. The reactants are: [CH3:1][CH:2]([C:4]1[N:8]([CH2:9][CH2:10][C@@H:11]([OH:19])[CH2:12][C@@H:13]([OH:18])[CH2:14][C:15]([OH:17])=[O:16])[C:7]([C:20]2[CH:21]=[CH:22][C:23]([F:26])=[CH:24][CH:25]=2)=[C:6]([C:27]2[CH:28]=[CH:29][CH:30]=[CH:31][CH:32]=2)[C:5]=1[C:33]([NH:35][C:36]1[CH:37]=[CH:38][CH:39]=[CH:40][CH:41]=1)=[O:34])[CH3:3]. (2) Given the product [C:9]1([C@@H:15]([OH:5])[C@@H:16]([C:17]2[CH:18]=[CH:19][CH:20]=[CH:21][CH:22]=2)[OH:23])[CH:14]=[CH:13][CH:12]=[CH:11][CH:10]=1, predict the reactants needed to synthesize it. The reactants are: C[N+]1([O-])CC[O:5]CC1.[C:9]1(/[CH:15]=[CH:16]/[C:17]2[CH:22]=[CH:21][CH:20]=[CH:19][CH:18]=2)[CH:14]=[CH:13][CH:12]=[CH:11][CH:10]=1.[OH2:23].CC(C)=O.C(#N)C.